Dataset: Full USPTO retrosynthesis dataset with 1.9M reactions from patents (1976-2016). Task: Predict the reactants needed to synthesize the given product. (1) Given the product [F:7][C:8]1[CH:13]=[CH:12][C:11]([C:1]([OH:2])=[O:4])=[C:10]([OH:14])[CH:9]=1, predict the reactants needed to synthesize it. The reactants are: [C:1](=[O:4])([O-])[O-:2].[K+].[K+].[F:7][C:8]1[CH:9]=[C:10]([OH:14])[CH:11]=[CH:12][CH:13]=1.[C]=O.Cl. (2) Given the product [F:1][C:2]1[CH:3]=[C:4]([C:8]2[CH:9]=[CH:10][C:11](/[CH:14]=[CH:15]/[CH:16]3[C:23]4[C:21](=[O:22])[CH2:20][C:19]([CH3:18])([CH3:27])[CH2:26][C:24]=4[NH:28][C:29]4[NH:33][N:32]=[C:31]([C:34]([O:36][C:37]([CH3:40])([CH3:39])[CH3:38])=[O:35])[C:30]3=4)=[N:12][CH:13]=2)[CH:5]=[CH:6][CH:7]=1, predict the reactants needed to synthesize it. The reactants are: [F:1][C:2]1[CH:3]=[C:4]([C:8]2[CH:9]=[CH:10][C:11](/[CH:14]=[CH:15]/[CH:16]=O)=[N:12][CH:13]=2)[CH:5]=[CH:6][CH:7]=1.[CH3:18][C:19]1([CH3:27])[CH2:26][C:24](=O)[CH2:23][C:21](=[O:22])[CH2:20]1.[NH2:28][C:29]1[NH:33][N:32]=[C:31]([C:34]([O:36][C:37]([CH3:40])([CH3:39])[CH3:38])=[O:35])[CH:30]=1. (3) Given the product [NH2:29][C@H:30]([C@@H:38]([OH:45])[C:39]1[CH:40]=[CH:41][N:42]=[CH:43][CH:44]=1)[C:31]([N:33]1[CH2:37][CH2:36][CH2:35][CH2:34]1)=[O:32], predict the reactants needed to synthesize it. The reactants are: C1(C)C=CC(C([C@@](C(O)=O)(O)[C@@](C(C2C=CC(C)=CC=2)=O)(O)C(O)=O)=O)=CC=1.[NH2:29][C@H:30]([C@@H:38]([OH:45])[C:39]1[CH:44]=[CH:43][N:42]=[CH:41][CH:40]=1)[C:31]([N:33]1[CH2:37][CH2:36][CH2:35][CH2:34]1)=[O:32].[OH-].[K+].C(O)C. (4) Given the product [Cl:1][C:2]1[CH:21]=[CH:20][C:5]([CH2:6][N:7]2[C:15]3[C:10](=[CH:11][CH:12]=[CH:13][CH:14]=3)[C:9]([CH:16]([OH:19])[CH3:17])=[N:8]2)=[C:4]([CH3:22])[CH:3]=1, predict the reactants needed to synthesize it. The reactants are: [Cl:1][C:2]1[CH:21]=[CH:20][C:5]([CH2:6][N:7]2[C:15]3[C:10](=[CH:11][CH:12]=[CH:13][CH:14]=3)[C:9]([C:16]([OH:19])(C)[CH3:17])=[N:8]2)=[C:4]([CH3:22])[CH:3]=1.ClC1C=CC(CN2C3C(=CC=CC=3)C(C=O)=N2)=C(C)C=1. (5) Given the product [N:15]1[CH:16]=[CH:17][CH:18]=[C:13]([O:12][C:9]2[N:10]=[CH:11][C:6]([CH2:5][C:4]3[CH:23]=[C:22]([C:24]4[C:25]([NH2:31])=[N:26][C:27]([NH2:30])=[CH:28][CH:29]=4)[O:3][N:1]=3)=[CH:7][CH:8]=2)[CH:14]=1, predict the reactants needed to synthesize it. The reactants are: [N+:1]([CH2:4][CH2:5][C:6]1[CH:7]=[CH:8][C:9]([O:12][C:13]2[CH:14]=[N:15][CH:16]=[CH:17][CH:18]=2)=[N:10][CH:11]=1)([O-:3])=O.C[O-].[Li+].[C:22]([C:24]1[C:25]([NH2:31])=[N:26][C:27]([NH2:30])=[CH:28][CH:29]=1)#[CH:23].C(N(CC)CC)C. (6) Given the product [C:1]([O:4][C:5]1[C:27]([C:19]([Cl:21])=[O:20])=[N:25][C:26]2[C:7]([CH:6]=1)=[CH:8][CH:9]=[CH:10][CH:11]=2)(=[O:3])[CH3:2], predict the reactants needed to synthesize it. The reactants are: [C:1]([O:4][C:5]1[CH:6]=[CH:7][CH:8]=[C:9]2C=1N=C(C(O)=O)[CH:11]=[CH:10]2)(=[O:3])[CH3:2].C(Cl)(=O)[C:19]([Cl:21])=[O:20].C[N:25]([CH:27]=O)[CH3:26]. (7) Given the product [N:14]1([C:6]2[C:7]3[C:12](=[CH:11][CH:10]=[CH:9][CH:8]=3)[C:3]([C:1]#[N:2])=[CH:4][CH:5]=2)[CH2:18][CH2:17][CH2:16][CH2:15]1, predict the reactants needed to synthesize it. The reactants are: [C:1]([C:3]1[C:12]2[C:7](=[CH:8][CH:9]=[CH:10][CH:11]=2)[C:6](F)=[CH:5][CH:4]=1)#[N:2].[NH:14]1[CH2:18][CH2:17][CH2:16][CH2:15]1. (8) Given the product [CH3:21][N:22]([CH2:24][C:25]1[CH:30]=[CH:29][CH:28]=[CH:27][C:26]=1[C:2]1[CH:3]=[C:4]2[C:9](=[CH:10][CH:11]=1)[N:8]=[C:7]([NH:12][CH2:13][CH2:14][N:15]1[CH2:20][CH2:19][O:18][CH2:17][CH2:16]1)[N:6]=[CH:5]2)[CH3:23], predict the reactants needed to synthesize it. The reactants are: Br[C:2]1[CH:3]=[C:4]2[C:9](=[CH:10][CH:11]=1)[N:8]=[C:7]([NH:12][CH2:13][CH2:14][N:15]1[CH2:20][CH2:19][O:18][CH2:17][CH2:16]1)[N:6]=[CH:5]2.[CH3:21][N:22]([CH2:24][C:25]1[CH:30]=[CH:29][CH:28]=[CH:27][C:26]=1B(O)O)[CH3:23].C([O-])([O-])=O.[Na+].[Na+].B(O)O. (9) The reactants are: [F:1][C:2]([F:17])([F:16])[C:3]1[CH:4]=[C:5]([CH:9]=[C:10]([C:12]([F:15])([F:14])[F:13])[CH:11]=1)[C:6](=[S:8])[NH2:7].[CH3:18][O:19][C:20](=[O:26])[CH2:21][C:22]([CH2:24]Cl)=O. Given the product [F:17][C:2]([F:1])([F:16])[C:3]1[CH:4]=[C:5]([C:6]2[S:8][CH:24]=[C:22]([CH2:21][C:20]([O:19][CH3:18])=[O:26])[N:7]=2)[CH:9]=[C:10]([C:12]([F:15])([F:13])[F:14])[CH:11]=1, predict the reactants needed to synthesize it. (10) Given the product [N+:8]([C:3]1[CH:4]=[CH:5][CH:6]=[CH:7][C:2]=1[C:20]1[CH:19]=[CH:18][C:17]([C:11]2[CH:16]=[CH:15][CH:14]=[CH:13][CH:12]=2)=[N:22][CH:21]=1)([O-:10])=[O:9], predict the reactants needed to synthesize it. The reactants are: I[C:2]1[CH:7]=[CH:6][CH:5]=[CH:4][C:3]=1[N+:8]([O-:10])=[O:9].[C:11]1([C:17]2[N:22]=[CH:21][C:20](B(O)O)=[CH:19][CH:18]=2)[CH:16]=[CH:15][CH:14]=[CH:13][CH:12]=1.P([O-])([O-])([O-])=O.[K+].[K+].[K+].C1(C)C=CC=CC=1.